Predict the reactants needed to synthesize the given product. From a dataset of Full USPTO retrosynthesis dataset with 1.9M reactions from patents (1976-2016). (1) Given the product [S:1]1[C:5]([C:6]2[C:7]([O:27][CH3:28])=[CH:8][C:9]([O:25][CH3:26])=[C:10](/[CH:12]=[CH:13]/[C:14]([C:16]3[CH:24]=[CH:23][C:19]([C:20]([NH:41][CH2:40][CH2:39][N:33]4[CH2:38][CH2:37][O:36][CH2:35][CH2:34]4)=[O:21])=[CH:18][CH:17]=3)=[O:15])[CH:11]=2)=[CH:4][C:3]2[CH:29]=[CH:30][CH:31]=[CH:32][C:2]1=2, predict the reactants needed to synthesize it. The reactants are: [S:1]1[C:5]([C:6]2[C:7]([O:27][CH3:28])=[CH:8][C:9]([O:25][CH3:26])=[C:10](/[CH:12]=[CH:13]/[C:14]([C:16]3[CH:24]=[CH:23][C:19]([C:20](O)=[O:21])=[CH:18][CH:17]=3)=[O:15])[CH:11]=2)=[CH:4][C:3]2[CH:29]=[CH:30][CH:31]=[CH:32][C:2]1=2.[N:33]1([CH2:39][CH2:40][NH2:41])[CH2:38][CH2:37][O:36][CH2:35][CH2:34]1.Cl.C(N=C=N)C. (2) Given the product [C:48]([CH2:47][N:46]([CH3:45])[C:13](=[O:15])[C@H:12]([N:9]1[C:8](=[O:19])[C:7]2=[CH:20][NH:21][C:5]3[C:6]2=[C:11]([C:2]([F:1])=[CH:3][N:4]=3)[CH2:10]1)[CH:16]([CH3:18])[CH3:17])#[N:49], predict the reactants needed to synthesize it. The reactants are: [F:1][C:2]1[C:11]2[CH2:10][N:9]([C@H:12]([CH:16]([CH3:18])[CH3:17])[C:13]([OH:15])=O)[C:8](=[O:19])[C:7]3=[CH:20][NH:21][C:5]([C:6]=23)=[N:4][CH:3]=1.C1C=C2N=NN(O)C2=CC=1.O.CCN=C=NCCCN(C)C.Cl.[CH3:45][NH:46][CH2:47][C:48]#[N:49].CN1CCOCC1. (3) Given the product [CH2:12]([C:11]1([CH2:20][CH2:21][CH2:22][CH2:23][CH2:24][CH2:25][CH2:26][CH3:27])[C:33]2[CH:32]=[CH:31][S:30][C:29]=2[C:7]2[S:6][CH:10]=[CH:9][C:8]1=2)[CH2:13][CH2:14][CH2:15][CH2:16][CH2:17][CH2:18][CH3:19], predict the reactants needed to synthesize it. The reactants are: OS(O)(=O)=O.[S:6]1[CH:10]=[CH:9][C:8]([C:11](O)([CH2:20][CH2:21][CH2:22][CH2:23][CH2:24][CH2:25][CH2:26][CH3:27])[CH2:12][CH2:13][CH2:14][CH2:15][CH2:16][CH2:17][CH2:18][CH3:19])=[C:7]1[C:29]1[S:30][CH:31]=[CH:32][CH:33]=1.C(Cl)Cl.O. (4) Given the product [Br:1][C:2]1[N:6]2[N:7]=[C:8]([NH:18][CH:15]3[CH2:16][CH2:17][O:12][CH2:13][CH2:14]3)[CH:9]=[CH:10][C:5]2=[N:4][CH:3]=1, predict the reactants needed to synthesize it. The reactants are: [Br:1][C:2]1[N:6]2[N:7]=[C:8](F)[CH:9]=[CH:10][C:5]2=[N:4][CH:3]=1.[O:12]1[CH2:17][CH2:16][CH:15]([NH2:18])[CH2:14][CH2:13]1.C(=O)([O-])[O-].[Cs+].[Cs+]. (5) Given the product [C:2]([C:4]1[CH:5]=[C:6]([C:14]2[O:18][N:17]=[C:16]([C:19]3[C:20]([CH3:34])=[C:21]4[C:26](=[CH:27][CH:28]=3)[CH2:25][N:24]([CH2:29][CH2:30][C:31]([NH2:37])=[O:32])[CH2:23][CH2:22]4)[N:15]=2)[CH:7]=[CH:8][C:9]=1[O:10][CH:11]([CH3:13])[CH3:12])#[N:3], predict the reactants needed to synthesize it. The reactants are: [Na+].[C:2]([C:4]1[CH:5]=[C:6]([C:14]2[O:18][N:17]=[C:16]([C:19]3[C:20]([CH3:34])=[C:21]4[C:26](=[CH:27][CH:28]=3)[CH2:25][N:24]([CH2:29][CH2:30][C:31]([O-])=[O:32])[CH2:23][CH2:22]4)[N:15]=2)[CH:7]=[CH:8][C:9]=1[O:10][CH:11]([CH3:13])[CH3:12])#[N:3].C([N:37](CC)CC)C.C(Cl)CCl.